This data is from Forward reaction prediction with 1.9M reactions from USPTO patents (1976-2016). The task is: Predict the product of the given reaction. (1) Given the reactants [F-:1].[K+:2].[Al:3], predict the reaction product. The product is: [F-:1].[F-:1].[F-:1].[F-:1].[F-:1].[F-:1].[Al+3:3].[K+:2].[K+:2].[K+:2]. (2) The product is: [Br:1][C:2]1[CH:3]=[N:4][C:5]([CH:9]=[CH2:10])=[N:6][CH:7]=1. Given the reactants [Br:1][C:2]1[CH:3]=[N:4][C:5](I)=[N:6][CH:7]=1.[CH:9]([Mg]Br)=[CH2:10], predict the reaction product. (3) Given the reactants [CH3:1][S:2]([C:30]1[CH:35]=[CH:34][C:33]([CH2:36][CH2:37][C:38](O)=[O:39])=[CH:32][CH:31]=1)(=[N:4][C:5]([C:7]1[CH:8]=[N:9][CH:10]=[C:11]([C:13]#[C:14][C:15]2[CH:20]=[CH:19][CH:18]=[C:17]([NH:21][C:22]([C:24]3[O:25][CH:26]=[CH:27][C:28]=3[CH3:29])=[O:23])[CH:16]=2)[CH:12]=1)=[O:6])=[O:3].[NH:41]1[CH2:45][CH2:44][CH:43]([OH:46])[CH2:42]1, predict the reaction product. The product is: [OH:46][CH:43]1[CH2:44][CH2:45][N:41]([C:38](=[O:39])[CH2:37][CH2:36][C:33]2[CH:34]=[CH:35][C:30]([S:2]([CH3:1])(=[O:3])=[N:4][C:5](=[O:6])[C:7]3[CH:12]=[C:11]([C:13]#[C:14][C:15]4[CH:20]=[CH:19][CH:18]=[C:17]([NH:21][C:22]([C:24]5[O:25][CH:26]=[CH:27][C:28]=5[CH3:29])=[O:23])[CH:16]=4)[CH:10]=[N:9][CH:8]=3)=[CH:31][CH:32]=2)[CH2:42]1. (4) The product is: [CH3:1][N:2]1[C@@H:11]2[CH2:12][C:13]3[CH:18]=[CH:17][C:16]([OH:19])=[CH:15][C:14]=3[C@@:5]3([C@H:10]2[CH2:9][CH2:8][CH2:7][CH2:6]3)[CH2:4][CH2:3]1. Given the reactants [CH3:1][N:2]1[C@@H:11]2[CH2:12][C:13]3[CH:18]=[CH:17][C:16]([OH:19])=[CH:15][C:14]=3[C@@:5]3([C@H:10]2[CH2:9][CH2:8][CH2:7][CH2:6]3)[CH2:4][CH2:3]1.C(O)(C(O)=O)C(O)C(O)=O.O=C1O[C@H]([C@H](CO)O)C(O)=C1O.C(O)(=O)CC(CC(O)=O)(C(O)=O)O.C([O-])(=O)CC(CC([O-])=O)(C([O-])=O)O.[Na+].[Na+].[Na+].C(N(CC(O)=O)CC(O)=O)CN(CC(O)=O)CC(O)=O.[Si](=O)=O.CC1C2O[C@@](CCC[C@@H](CCC[C@@H](CCCC(C)C)C)C)(C)CCC=2C(C)=C(OC(C)=O)C=1C, predict the reaction product.